This data is from Full USPTO retrosynthesis dataset with 1.9M reactions from patents (1976-2016). The task is: Predict the reactants needed to synthesize the given product. The reactants are: [CH:1]1([NH:4][C:5](=[O:16])[CH2:6][C:7]2[CH:12]=[CH:11][CH:10]=[C:9]([N+:13]([O-])=O)[CH:8]=2)[CH2:3][CH2:2]1.C([SiH](CC)CC)C. Given the product [NH2:13][C:9]1[CH:8]=[C:7]([CH2:6][C:5]([NH:4][CH:1]2[CH2:3][CH2:2]2)=[O:16])[CH:12]=[CH:11][CH:10]=1, predict the reactants needed to synthesize it.